From a dataset of Catalyst prediction with 721,799 reactions and 888 catalyst types from USPTO. Predict which catalyst facilitates the given reaction. (1) Reactant: O1CCCCC1[N:7]1[C:15]2[C:10](=[CH:11][C:12]([C:16]3[N:20]=[CH:19][N:18](C(C4C=CC=CC=4)(C4C=CC=CC=4)C4C=CC=CC=4)[N:17]=3)=[CH:13][CH:14]=2)[C:9]([C:40]2[CH:45]=[CH:44][C:43]([NH2:46])=[CH:42][CH:41]=2)=[N:8]1.[CH3:47][O:48][CH2:49][C:50](Cl)=[O:51].C(N(CC)CC)C. Product: [NH:18]1[CH:19]=[N:20][C:16]([C:12]2[CH:11]=[C:10]3[C:15](=[CH:14][CH:13]=2)[NH:7][N:8]=[C:9]3[C:40]2[CH:45]=[CH:44][C:43]([NH:46][C:50](=[O:51])[CH2:49][O:48][CH3:47])=[CH:42][CH:41]=2)=[N:17]1. The catalyst class is: 7. (2) Reactant: [Cl:1][C:2]1[CH:3]=[C:4]([CH:16]=[C:17]([Cl:21])[C:18]=1[O:19][CH3:20])[C:5]([N:7]1[C:11]2[CH:12]=[CH:13][CH:14]=[CH:15][C:10]=2[S:9][CH2:8]1)=[O:6].ClC1C=CC=C(C(OO)=[O:30])C=1. Product: [Cl:1][C:2]1[CH:3]=[C:4]([CH:16]=[C:17]([Cl:21])[C:18]=1[O:19][CH3:20])[C:5]([N:7]1[C:11]2[CH:12]=[CH:13][CH:14]=[CH:15][C:10]=2[S:9](=[O:30])[CH2:8]1)=[O:6]. The catalyst class is: 22. (3) Reactant: [C:1]1([CH2:7][C@H:8]2[CH2:12][O:11][C:10](=[O:13])[NH:9]2)[CH:6]=[CH:5][CH:4]=[CH:3][CH:2]=1.C([Li])CCC.[C:19](Cl)(=[O:25])[CH2:20][CH2:21][CH2:22][CH2:23][CH3:24]. Product: [C:19]([N:9]1[C@@H:8]([CH2:7][C:1]2[CH:2]=[CH:3][CH:4]=[CH:5][CH:6]=2)[CH2:12][O:11][C:10]1=[O:13])(=[O:25])[CH2:20][CH2:21][CH2:22][CH2:23][CH3:24]. The catalyst class is: 1. (4) Reactant: [Cl:1][C:2]1[CH:3]=[C:4]2[C:9](=[CH:10][CH:11]=1)[NH:8][CH:7]([C:12]1[CH:18]=[CH:17][CH:16]=[CH:15][C:13]=1[NH2:14])[CH2:6][C:5]2([CH3:20])[CH3:19].C(N(CC)CC)C.[C:28]1([S:34](Cl)(=[O:36])=[O:35])[CH:33]=[CH:32][CH:31]=[CH:30][CH:29]=1. Product: [Cl:1][C:2]1[CH:3]=[C:4]2[C:9](=[CH:10][CH:11]=1)[NH:8][CH:7]([C:12]1[CH:18]=[CH:17][CH:16]=[CH:15][C:13]=1[NH:14][S:34]([C:28]1[CH:33]=[CH:32][CH:31]=[CH:30][CH:29]=1)(=[O:36])=[O:35])[CH2:6][C:5]2([CH3:20])[CH3:19]. The catalyst class is: 4. (5) Reactant: [CH3:1][C:2]1[N:3]=[CH:4][O:5][C:6]=1[C:7]([C:9]1[CH:14]=[CH:13][CH:12]=[CH:11][CH:10]=1)=O.Cl.[NH2:16][OH:17]. Product: [OH:17][N:16]=[C:7]([C:6]1[O:5][CH:4]=[N:3][C:2]=1[CH3:1])[C:9]1[CH:14]=[CH:13][CH:12]=[CH:11][CH:10]=1. The catalyst class is: 17. (6) Reactant: [Br:1][C:2]1[C:3]([C:12]2[O:13][CH:14]=[CH:15][CH:16]=2)=[N:4][C:5]([NH2:11])=[N:6][C:7]=1S(C)=O.[CH3:17][O:18][C:19]1[CH:24]=[CH:23][C:22]([CH2:25][CH2:26][NH2:27])=[CH:21][CH:20]=1. Product: [Br:1][C:2]1[C:7]([NH:27][CH2:26][CH2:25][C:22]2[CH:23]=[CH:24][C:19]([O:18][CH3:17])=[CH:20][CH:21]=2)=[N:6][C:5]([NH2:11])=[N:4][C:3]=1[C:12]1[O:13][CH:14]=[CH:15][CH:16]=1. The catalyst class is: 12.